Dataset: Catalyst prediction with 721,799 reactions and 888 catalyst types from USPTO. Task: Predict which catalyst facilitates the given reaction. (1) Reactant: O=S(Cl)[Cl:3].[Br:5][C:6]1[CH:7]=[CH:8][C:9]([Cl:15])=[C:10]([CH:14]=1)[C:11](O)=[O:12]. Product: [Br:5][C:6]1[CH:7]=[CH:8][C:9]([Cl:15])=[C:10]([CH:14]=1)[C:11]([Cl:3])=[O:12]. The catalyst class is: 11. (2) The catalyst class is: 16. Product: [F:19][C:2]1[C:11]2[C:6](=[CH:7][C:8]([O:12][CH3:13])=[CH:9][CH:10]=2)[C:5]([O:14][CH2:15][CH2:16][O:17][CH3:18])=[CH:4][N:3]=1. Reactant: Cl[C:2]1[C:11]2[C:6](=[CH:7][C:8]([O:12][CH3:13])=[CH:9][CH:10]=2)[C:5]([O:14][CH2:15][CH2:16][O:17][CH3:18])=[CH:4][N:3]=1.[F-:19].[Cs+]. (3) Reactant: [CH:1]1([CH:4]([C:11]2[CH:16]=[CH:15][N:14]=[C:13]([O:17][CH2:18][CH:19]3[CH2:24][CH2:23][N:22]([C:25]4[CH:30]=[C:29]([O:31][CH3:32])[CH:28]=[CH:27][C:26]=4[C:33](=[O:43])[NH:34][CH2:35][C:36]([F:42])([F:41])[C:37]([F:40])([F:39])[F:38])[CH2:21][CH2:20]3)[CH:12]=2)[CH2:5][C:6]([O:8][CH2:9][CH3:10])=[O:7])[CH2:3][CH2:2]1.[H-].[Na+].I[CH3:47].O. Product: [CH:1]1([CH:4]([C:11]2[CH:16]=[CH:15][N:14]=[C:13]([O:17][CH2:18][CH:19]3[CH2:24][CH2:23][N:22]([C:25]4[CH:30]=[C:29]([O:31][CH3:32])[CH:28]=[CH:27][C:26]=4[C:33](=[O:43])[N:34]([CH3:47])[CH2:35][C:36]([F:42])([F:41])[C:37]([F:38])([F:39])[F:40])[CH2:21][CH2:20]3)[CH:12]=2)[CH2:5][C:6]([O:8][CH2:9][CH3:10])=[O:7])[CH2:3][CH2:2]1. The catalyst class is: 3. (4) Product: [I:24][C:23]1[CH:22]=[CH:21][N:20]=[C:19]([O:25][CH3:26])[C:18]=1[C:14]1[NH:15][C:16]2[C:12]([CH:13]=1)=[CH:11][CH:10]=[C:9]([NH:7][CH3:6])[CH:17]=2. The catalyst class is: 2. Reactant: C(O[C:6](=O)[N:7]([C:9]1[CH:17]=[C:16]2[C:12]([CH:13]=[C:14]([C:18]3[C:19]([O:25][CH3:26])=[N:20][CH:21]=[CH:22][C:23]=3[I:24])[NH:15]2)=[CH:11][CH:10]=1)C)(C)(C)C.FC(F)(F)C(O)=O. (5) Reactant: [Cl:1][C:2]1[C:7]([C@H:8]([OH:13])[C:9]([O:11][CH3:12])=[O:10])=[C:6]([CH3:14])[N:5]=[C:4]2[NH:15][C:16]([CH3:19])=[C:17]([CH3:18])[C:3]=12.Cl(O)(=O)(=O)=O.C(O[C:29]([CH3:32])([CH3:31])[CH3:30])(=O)C.C([O-])([O-])=O.[Na+].[Na+]. Product: [C:29]([O:13][C@@H:8]([C:7]1[C:2]([Cl:1])=[C:3]2[C:17]([CH3:18])=[C:16]([CH3:19])[NH:15][C:4]2=[N:5][C:6]=1[CH3:14])[C:9]([O:11][CH3:12])=[O:10])([CH3:32])([CH3:31])[CH3:30]. The catalyst class is: 4. (6) Reactant: [N:1]1([C:6]2[CH:25]=[CH:24][C:9]([CH2:10][C:11]3[C:12]([CH3:23])=[C:13]([CH3:22])[C:14]([OH:21])=[C:15]([CH:20]=3)[C:16]([O:18][CH3:19])=[O:17])=[CH:8][CH:7]=2)[CH:5]=[CH:4][CH:3]=[N:2]1.[H-].[Na+].C1C=CC(N([S:35]([C:38]([F:41])([F:40])[F:39])(=[O:37])=[O:36])[S:35]([C:38]([F:41])([F:40])[F:39])(=[O:37])=[O:36])=CC=1.Cl. Product: [CH3:22][C:13]1[C:14]([O:21][S:35]([C:38]([F:41])([F:40])[F:39])(=[O:37])=[O:36])=[C:15]([CH:20]=[C:11]([CH2:10][C:9]2[CH:8]=[CH:7][C:6]([N:1]3[CH:5]=[CH:4][CH:3]=[N:2]3)=[CH:25][CH:24]=2)[C:12]=1[CH3:23])[C:16]([O:18][CH3:19])=[O:17]. The catalyst class is: 3. (7) Reactant: [Br:1][C:2]1[CH:3]=[C:4]([CH:9]=[CH:10][C:11]=1[CH2:12]Br)[C:5]([O:7][CH3:8])=[O:6].[NH2:14][C@@H:15]([CH3:18])[CH2:16][OH:17].C([O-])([O-])=O.[K+].[K+]. Product: [Br:1][C:2]1[CH:3]=[C:4]([CH:9]=[CH:10][C:11]=1[CH2:12][NH:14][C@@H:15]([CH3:18])[CH2:16][OH:17])[C:5]([O:7][CH3:8])=[O:6]. The catalyst class is: 1. (8) Reactant: C(Cl)(=O)C(Cl)=O.CS(C)=O.[Br:11][C:12]1[C:13]([CH:23]([P:25](=[O:32])([O:29][CH2:30][CH3:31])[O:26][CH2:27][CH3:28])[OH:24])=[CH:14][C:15]2[C:20]([CH:21]=1)=[CH:19][CH:18]=[C:17]([CH3:22])[CH:16]=2.C(N(CC)CC)C. Product: [Br:11][C:12]1[C:13]([C:23]([P:25](=[O:32])([O:26][CH2:27][CH3:28])[O:29][CH2:30][CH3:31])=[O:24])=[CH:14][C:15]2[C:20]([CH:21]=1)=[CH:19][CH:18]=[C:17]([CH3:22])[CH:16]=2. The catalyst class is: 34. (9) Reactant: [Br:1][C:2]1[CH:14]=[CH:13][C:12]2[C:11]3[C:6](=[CH:7][C:8]([Br:15])=[CH:9][CH:10]=3)[C:5](=[C:16](SC)SC)[C:4]=2[CH:3]=1.[CH2:21]([Mg]Br)[CH2:22][CH2:23][CH2:24][CH2:25][CH3:26]. The catalyst class is: 165. Product: [Br:1][C:2]1[CH:14]=[CH:13][C:12]2[C:11]3[C:6](=[CH:7][C:8]([Br:15])=[CH:9][CH:10]=3)[C:5](=[C:16]([CH2:13][CH2:14][CH2:2][CH2:3][CH2:4][CH3:12])[CH2:21][CH2:22][CH2:23][CH2:24][CH2:25][CH3:26])[C:4]=2[CH:3]=1.